Dataset: Full USPTO retrosynthesis dataset with 1.9M reactions from patents (1976-2016). Task: Predict the reactants needed to synthesize the given product. (1) Given the product [C:1]([O:5][C:6]([N:8]1[C@@H:12]([CH2:13][N:29]2[CH2:30][CH2:31][CH:26]([C:24](=[O:25])[C:21]3[CH:20]=[CH:19][C:18]([Cl:17])=[CH:23][CH:22]=3)[CH2:27][CH2:28]2)[CH2:11][O:10][C:9]1([CH3:16])[CH3:15])=[O:7])([CH3:4])([CH3:3])[CH3:2], predict the reactants needed to synthesize it. The reactants are: [C:1]([O:5][C:6]([N:8]1[C@@H:12]([CH:13]=O)[CH2:11][O:10][C:9]1([CH3:16])[CH3:15])=[O:7])([CH3:4])([CH3:3])[CH3:2].[Cl:17][C:18]1[CH:23]=[CH:22][C:21]([C:24]([CH:26]2[CH2:31][CH2:30][NH:29][CH2:28][CH2:27]2)=[O:25])=[CH:20][CH:19]=1.C(O[BH-](OC(=O)C)OC(=O)C)(=O)C.[Na+]. (2) Given the product [F:1][C:2]1[CH:7]=[CH:6][C:5]([CH3:8])=[CH:4][C:3]=1[NH:9][C:10]([NH:12][C:13]1[CH:14]=[CH:15][C:16]([O:17][C:18]2[CH:23]=[CH:22][N:21]=[C:20]([C:24]3[NH:28][CH:27]=[C:26]([C:29]([O:31][CH2:34][CH2:35][OH:36])=[O:30])[CH:25]=3)[CH:19]=2)=[CH:32][CH:33]=1)=[O:11], predict the reactants needed to synthesize it. The reactants are: [F:1][C:2]1[CH:7]=[CH:6][C:5]([CH3:8])=[CH:4][C:3]=1[NH:9][C:10]([NH:12][C:13]1[CH:33]=[CH:32][C:16]([O:17][C:18]2[CH:23]=[CH:22][N:21]=[C:20]([C:24]3[NH:28][CH:27]=[C:26]([C:29]([OH:31])=[O:30])[CH:25]=3)[CH:19]=2)=[CH:15][CH:14]=1)=[O:11].[CH2:34](O)[CH2:35][OH:36].O.Cl. (3) Given the product [C:31]([C:3]1[C:2]([CH3:33])=[CH:7][C:6]([CH:8]([NH:10][C:11](=[O:17])[O:12][C:13]([CH3:16])([CH3:15])[CH3:14])[CH3:9])=[C:5]([O:18][CH2:19][CH3:20])[C:4]=1[C:21]1[CH:22]=[N:23][CH:24]=[C:25]([S:27]([CH3:30])(=[O:29])=[O:28])[CH:26]=1)#[N:32], predict the reactants needed to synthesize it. The reactants are: Cl[C:2]1[C:3]([C:31]#[N:32])=[C:4]([C:21]2[CH:22]=[N:23][CH:24]=[C:25]([S:27]([CH3:30])(=[O:29])=[O:28])[CH:26]=2)[C:5]([O:18][CH2:19][CH3:20])=[C:6]([CH:8]([NH:10][C:11](=[O:17])[O:12][C:13]([CH3:16])([CH3:15])[CH3:14])[CH3:9])[CH:7]=1.[CH3:33]B(O)O.C(=O)([O-])[O-].[Na+].[Na+].